Dataset: Full USPTO retrosynthesis dataset with 1.9M reactions from patents (1976-2016). Task: Predict the reactants needed to synthesize the given product. The reactants are: [C:1]([C:3]1[C:7]([NH:8][S:9]([CH3:12])(=[O:11])=[O:10])=[C:6]([N:13]=CN(C)C)[N:5]([C:18]2[C:23]([Cl:24])=[CH:22][C:21]([C:25]([F:28])([F:27])[F:26])=[CH:20][C:19]=2[Cl:29])[N:4]=1)#[N:2].[H-].[Na+].ClC(Cl)(Cl)S(O[CH2:38][C:39]([F:42])([F:41])[F:40])(=O)=O.ClCCl. Given the product [NH2:13][C:6]1[N:5]([C:18]2[C:19]([Cl:29])=[CH:20][C:21]([C:25]([F:26])([F:27])[F:28])=[CH:22][C:23]=2[Cl:24])[N:4]=[C:3]([C:1]#[N:2])[C:7]=1[N:8]([CH2:38][C:39]([F:42])([F:41])[F:40])[S:9]([CH3:12])(=[O:10])=[O:11], predict the reactants needed to synthesize it.